From a dataset of TCR-epitope binding with 47,182 pairs between 192 epitopes and 23,139 TCRs. Binary Classification. Given a T-cell receptor sequence (or CDR3 region) and an epitope sequence, predict whether binding occurs between them. (1) The epitope is RAKFKQLL. The TCR CDR3 sequence is CSGGQGEGEQFF. Result: 1 (the TCR binds to the epitope). (2) The epitope is AVFDRKSDAK. The TCR CDR3 sequence is CASRFLAGGSHEQYF. Result: 1 (the TCR binds to the epitope). (3) Result: 1 (the TCR binds to the epitope). The epitope is VTEHDTLLY. The TCR CDR3 sequence is CASSPPGIGGYNEQFF.